From a dataset of Catalyst prediction with 721,799 reactions and 888 catalyst types from USPTO. Predict which catalyst facilitates the given reaction. (1) Reactant: [CH:1]([NH:4]C(C)C)(C)[CH3:2].[Li+].CCC[CH2-].C(#N)C.[Cl:16][C:17]1[CH:24]=[C:23]([Cl:25])[CH:22]=[CH:21][C:18]=1[C:19]#[N:20]. Product: [NH2:20][C:19]([C:18]1[CH:21]=[CH:22][C:23]([Cl:25])=[CH:24][C:17]=1[Cl:16])=[CH:2][C:1]#[N:4]. The catalyst class is: 20. (2) Reactant: C([O:3][C:4](=[O:30])[CH2:5][O:6][C:7]1[CH:12]=[CH:11][C:10]([S:13]([N:16]2[C:24]3[C:19](=[CH:20][C:21](Br)=[CH:22][CH:23]=3)[C:18]([CH:26]([CH3:28])[CH3:27])=[CH:17]2)(=[O:15])=[O:14])=[CH:9][C:8]=1[CH3:29])C.[F:31][C:32]([F:43])([F:42])[C:33]1[CH:38]=[CH:37][C:36](B(O)O)=[CH:35][CH:34]=1.C(=O)([O-])[O-].[Na+].[Na+]. Product: [CH:26]([C:18]1[C:19]2[C:24](=[CH:23][CH:22]=[C:21]([C:36]3[CH:37]=[CH:38][C:33]([C:32]([F:43])([F:42])[F:31])=[CH:34][CH:35]=3)[CH:20]=2)[N:16]([S:13]([C:10]2[CH:11]=[CH:12][C:7]([O:6][CH2:5][C:4]([OH:3])=[O:30])=[C:8]([CH3:29])[CH:9]=2)(=[O:14])=[O:15])[CH:17]=1)([CH3:27])[CH3:28]. The catalyst class is: 558. (3) Reactant: [N:1]([C:4]1([C:14]2[CH:19]=[CH:18][C:17]([C:20]([F:23])([F:22])[F:21])=[CH:16][CH:15]=2)[C:13]2[C:8](=[CH:9][CH:10]=[CH:11][CH:12]=2)[O:7][CH2:6][CH2:5]1)=[N+]=[N-].CP(C)C. Product: [F:23][C:20]([F:21])([F:22])[C:17]1[CH:16]=[CH:15][C:14]([C:4]2([NH2:1])[C:13]3[C:8](=[CH:9][CH:10]=[CH:11][CH:12]=3)[O:7][CH2:6][CH2:5]2)=[CH:19][CH:18]=1. The catalyst class is: 36. (4) Reactant: [Br:1][C:2]1[CH:10]=[CH:9][CH:8]=[C:7]2[C:3]=1[CH2:4][CH2:5][C:6]2=O.Cl.[NH2:13][OH:14]. Product: [Br:1][C:2]1[CH:10]=[CH:9][CH:8]=[C:7]2[C:3]=1[CH2:4][CH2:5][C:6]2=[N:13][OH:14]. The catalyst class is: 5.